From a dataset of Catalyst prediction with 721,799 reactions and 888 catalyst types from USPTO. Predict which catalyst facilitates the given reaction. (1) Reactant: [Cl:1]CC(NC1C(C)=CC=CC=1C)=O.C(=O)([O-])[O-].[Na+].[Na+].C(NCC)C.[CH2:25](Cl)[C:26]1[CH:31]=[CH:30][CH:29]=[CH:28][CH:27]=1.[CH3:33][CH2:34][N:35]([CH2:38][C:39]([NH:41][C:42]1[C:43]([CH3:49])=[CH:44][CH:45]=[CH:46][C:47]=1[CH3:48])=[O:40])[CH2:36][CH3:37]. Product: [CH3:37][CH2:36][N+:35]([CH2:38][C:39]([NH:41][C:42]1[C:43]([CH3:49])=[CH:44][CH:45]=[CH:46][C:47]=1[CH3:48])=[O:40])([CH2:25][C:26]1[CH:31]=[CH:30][CH:29]=[CH:28][CH:27]=1)[CH2:34][CH3:33].[Cl-:1]. The catalyst class is: 6. (2) Reactant: C(Cl)(Cl)Cl.[Cl:5][C:6]1[C:15]([CH2:16][NH:17][CH:18]2[CH2:23][CH2:22][N:21]([CH2:24][CH2:25][N:26]3[C:35]4[C:30](=[CH:31][CH:32]=[C:33]([O:36][CH3:37])[CH:34]=4)[N:29]=[CH:28][C:27]3=[O:38])[CH2:20][CH2:19]2)=[N:14][C:13]2[NH:12][C:11](=[O:39])[CH2:10][S:9][C:8]=2[CH:7]=1.[C:40](O[C:40]([O:42][C:43]([CH3:46])([CH3:45])[CH3:44])=[O:41])([O:42][C:43]([CH3:46])([CH3:45])[CH3:44])=[O:41]. Product: [C:43]([O:42][C:40](=[O:41])[N:17]([CH2:16][C:15]1[C:6]([Cl:5])=[CH:7][C:8]2[S:9][CH2:10][C:11](=[O:39])[NH:12][C:13]=2[N:14]=1)[CH:18]1[CH2:23][CH2:22][N:21]([CH2:24][CH2:25][N:26]2[C:35]3[C:30](=[CH:31][CH:32]=[C:33]([O:36][CH3:37])[CH:34]=3)[N:29]=[CH:28][C:27]2=[O:38])[CH2:20][CH2:19]1)([CH3:46])([CH3:45])[CH3:44]. The catalyst class is: 66. (3) Reactant: [Cl:1][C:2]1[CH:7]=[CH:6][C:5]([C:8]2[N:12]([CH:13]([CH:17]3[CH2:22][CH2:21][C:20]([F:24])([F:23])[CH2:19][CH2:18]3)[C:14](O)=[O:15])[C:11]3[CH:25]=[C:26]([F:30])[C:27]([F:29])=[CH:28][C:10]=3[N:9]=2)=[CH:4][CH:3]=1.[H-].[Al+3].[Li+].[H-].[H-].[H-]. The catalyst class is: 7. Product: [Cl:1][C:2]1[CH:7]=[CH:6][C:5]([C:8]2[N:12]([CH:13]([CH:17]3[CH2:22][CH2:21][C:20]([F:24])([F:23])[CH2:19][CH2:18]3)[CH2:14][OH:15])[C:11]3[CH:25]=[C:26]([F:30])[C:27]([F:29])=[CH:28][C:10]=3[N:9]=2)=[CH:4][CH:3]=1. (4) Reactant: [O:1]([C:8]1[CH:13]=[CH:12][C:11]([SH:14])=[CH:10][CH:9]=1)[C:2]1[CH:7]=[CH:6][CH:5]=[CH:4][CH:3]=1.[H-].[Na+].[C:17]([O:21][C:22]([N:24]1[CH2:28][CH2:27][CH2:26][C@@H:25]1[CH2:29]OS(C1C=CC(C)=CC=1)(=O)=O)=[O:23])([CH3:20])([CH3:19])[CH3:18]. Product: [C:17]([O:21][C:22]([N:24]1[CH2:28][CH2:27][CH2:26][C@@H:25]1[CH2:29][S:14][C:11]1[CH:12]=[CH:13][C:8]([O:1][C:2]2[CH:7]=[CH:6][CH:5]=[CH:4][CH:3]=2)=[CH:9][CH:10]=1)=[O:23])([CH3:20])([CH3:18])[CH3:19]. The catalyst class is: 3. (5) The catalyst class is: 376. Reactant: Cl[C:2]1[CH:7]=[CH:6][C:5]([S:8]([NH:11][C:12](=[O:51])[C:13]2[CH:18]=[CH:17][C:16]([N:19]3[CH2:24][CH2:23][N:22]([CH2:25][C:26]4[CH2:31][CH2:30][C:29]([CH3:33])([CH3:32])[CH2:28][C:27]=4[C:34]4[CH:39]=[CH:38][C:37]([Cl:40])=[CH:36][CH:35]=4)[CH2:21][CH2:20]3)=[CH:15][C:14]=2[O:41][C:42]2[CH:43]=[C:44]3[CH:50]=[CH:49][NH:48][C:45]3=[N:46][CH:47]=2)(=[O:10])=[O:9])=[CH:4][C:3]=1[N+:52]([O-:54])=[O:53].[CH3:55][O:56][C:57]1[CH:62]=[CH:61][C:60]([CH2:63][NH2:64])=[CH:59][CH:58]=1.CCN(C(C)C)C(C)C. Product: [Cl:40][C:37]1[CH:38]=[CH:39][C:34]([C:27]2[CH2:28][C:29]([CH3:32])([CH3:33])[CH2:30][CH2:31][C:26]=2[CH2:25][N:22]2[CH2:23][CH2:24][N:19]([C:16]3[CH:17]=[CH:18][C:13]([C:12]([NH:11][S:8]([C:5]4[CH:6]=[CH:7][C:2]([NH:64][CH2:63][C:60]5[CH:61]=[CH:62][C:57]([O:56][CH3:55])=[CH:58][CH:59]=5)=[C:3]([N+:52]([O-:54])=[O:53])[CH:4]=4)(=[O:10])=[O:9])=[O:51])=[C:14]([O:41][C:42]4[CH:43]=[C:44]5[CH:50]=[CH:49][NH:48][C:45]5=[N:46][CH:47]=4)[CH:15]=3)[CH2:20][CH2:21]2)=[CH:35][CH:36]=1. (6) Reactant: [CH3:1][C:2]1[O:6][C:5]([C:7]2[CH:12]=[CH:11][CH:10]=[CH:9][CH:8]=2)=[N:4][C:3]=1[CH2:13][O:14][C:15]1[CH:34]=[CH:33][C:18]([CH2:19][O:20][C:21]2[CH:26]=[CH:25][CH:24]=[CH:23][C:22]=2[CH2:27][C:28]([O:30]CC)=[O:29])=[CH:17][CH:16]=1.O1CCCC1.[OH-].[Na+].Cl. Product: [CH3:1][C:2]1[O:6][C:5]([C:7]2[CH:8]=[CH:9][CH:10]=[CH:11][CH:12]=2)=[N:4][C:3]=1[CH2:13][O:14][C:15]1[CH:34]=[CH:33][C:18]([CH2:19][O:20][C:21]2[CH:26]=[CH:25][CH:24]=[CH:23][C:22]=2[CH2:27][C:28]([OH:30])=[O:29])=[CH:17][CH:16]=1. The catalyst class is: 97. (7) Reactant: [F:1][C:2]1[CH:7]=[CH:6][C:5]([N:8]([CH2:23][O:24][CH2:25][CH2:26][Si:27]([CH3:30])([CH3:29])[CH3:28])[C:9]([C:11]2[N:16]=[CH:15][C:14]([C:17](=[CH2:22])[C:18]([O:20][CH3:21])=[O:19])=[CH:13][N:12]=2)=[O:10])=[CH:4][CH:3]=1.[H][H]. Product: [F:1][C:2]1[CH:7]=[CH:6][C:5]([N:8]([CH2:23][O:24][CH2:25][CH2:26][Si:27]([CH3:30])([CH3:28])[CH3:29])[C:9]([C:11]2[N:16]=[CH:15][C:14]([CH:17]([CH3:22])[C:18]([O:20][CH3:21])=[O:19])=[CH:13][N:12]=2)=[O:10])=[CH:4][CH:3]=1. The catalyst class is: 78.